This data is from Forward reaction prediction with 1.9M reactions from USPTO patents (1976-2016). The task is: Predict the product of the given reaction. (1) Given the reactants [NH2:1][CH:2]([C:8]1[CH:13]=[CH:12][CH:11]=[C:10]([OH:14])[CH:9]=1)[CH2:3][C:4]([O:6][CH3:7])=[O:5].C(N(CC)CC)C.[C:22]([O:26][C:27](O[C:27]([O:26][C:22]([CH3:25])([CH3:24])[CH3:23])=[O:28])=[O:28])([CH3:25])([CH3:24])[CH3:23].[Cl-].[NH4+], predict the reaction product. The product is: [C:22]([O:26][C:27]([NH:1][CH:2]([C:8]1[CH:13]=[CH:12][CH:11]=[C:10]([OH:14])[CH:9]=1)[CH2:3][C:4]([O:6][CH3:7])=[O:5])=[O:28])([CH3:25])([CH3:24])[CH3:23]. (2) Given the reactants Br[C:2]1[C:10]2[O:9][CH2:8][C@@H:7]([N:11]([C:26](=[O:31])[C:27]([F:30])([F:29])[F:28])[C:12]3[CH:25]=[CH:24][C:15]4[C@H:16]([CH2:19][C:20]([O:22][CH3:23])=[O:21])[CH2:17][O:18][C:14]=4[CH:13]=3)[C:6]=2[CH:5]=[CH:4][CH:3]=1.[CH3:32][O:33][C:34]1[CH:35]=[CH:36][C:37]([N+:41]([O-:43])=[O:42])=[C:38]([CH:40]=1)[NH2:39].P([O-])([O-])([O-])=O.[K+].[K+].[K+], predict the reaction product. The product is: [CH3:32][O:33][C:34]1[CH:35]=[CH:36][C:37]([N+:41]([O-:43])=[O:42])=[C:38]([NH:39][C:2]2[C:10]3[O:9][CH2:8][C@@H:7]([N:11]([C:26](=[O:31])[C:27]([F:30])([F:29])[F:28])[C:12]4[CH:25]=[CH:24][C:15]5[C@H:16]([CH2:19][C:20]([O:22][CH3:23])=[O:21])[CH2:17][O:18][C:14]=5[CH:13]=4)[C:6]=3[CH:5]=[CH:4][CH:3]=2)[CH:40]=1. (3) Given the reactants [C:1]([C:5]1[CH:46]=[CH:45][C:8]([C:9]([NH:11][C:12]2[C:13]([CH3:44])=[C:14]([C:18]3[N:23]=[C:22]([NH:24][C:25]4[CH:30]=[CH:29][C:28]([CH:31]([N:37]([CH:39]([CH3:41])[CH3:40])[CH3:38])[C:32]([O:34]CC)=[O:33])=[CH:27][CH:26]=4)[C:21](=[O:42])[N:20]([CH3:43])[CH:19]=3)[CH:15]=[CH:16][CH:17]=2)=[O:10])=[CH:7][CH:6]=1)([CH3:4])([CH3:3])[CH3:2].C1COCC1.[OH-].[Li+].C(O)(=O)CC(CC(O)=O)(C(O)=O)O, predict the reaction product. The product is: [C:1]([C:5]1[CH:6]=[CH:7][C:8]([C:9]([NH:11][C:12]2[C:13]([CH3:44])=[C:14]([C:18]3[N:23]=[C:22]([NH:24][C:25]4[CH:30]=[CH:29][C:28]([CH:31]([N:37]([CH:39]([CH3:40])[CH3:41])[CH3:38])[C:32]([OH:34])=[O:33])=[CH:27][CH:26]=4)[C:21](=[O:42])[N:20]([CH3:43])[CH:19]=3)[CH:15]=[CH:16][CH:17]=2)=[O:10])=[CH:45][CH:46]=1)([CH3:2])([CH3:3])[CH3:4]. (4) Given the reactants [CH3:1][NH:2][C:3]([C:5]1[CH:9]=[C:8]([Cl:10])[S:7][C:6]=1[Cl:11])=[O:4].[N+:12]([O-])([OH:14])=[O:13], predict the reaction product. The product is: [CH3:1][NH:2][C:3]([C:5]1[C:9]([N+:12]([O-:14])=[O:13])=[C:8]([Cl:10])[S:7][C:6]=1[Cl:11])=[O:4]. (5) Given the reactants [NH2:1][C:2]1[CH:15]=[CH:14][C:13]2[NH:12][C:11](=[O:16])[C:10]3[C:5](=[CH:6][CH:7]=[CH:8][CH:9]=3)[C:4]=2[CH:3]=1.[CH3:17][C:18]1[CH:23]=[CH:22][C:21]([S:24](N)(=[O:26])=[O:25])=[CH:20][CH:19]=1, predict the reaction product. The product is: [O:16]=[C:11]1[C:10]2[C:5](=[CH:6][CH:7]=[CH:8][CH:9]=2)[C:4]2[CH:3]=[C:2]([NH:1][S:24]([C:21]3[CH:22]=[CH:23][C:18]([CH3:17])=[CH:19][CH:20]=3)(=[O:26])=[O:25])[CH:15]=[CH:14][C:13]=2[NH:12]1. (6) Given the reactants [CH2:1]([NH2:5])[CH2:2][CH2:3][CH3:4].C=O.Cl.[CH2:9](O)C.[N:12]1[CH:17]=[CH:16][CH:15]=[CH:14][C:13]=1[C:18]([C:20]1[CH:25]=[CH:24][C:23]([CH3:26])=[CH:22][CH:21]=1)=O.[C:27]1([B-:33]([C:46]2[CH:51]=[CH:50][CH:49]=[CH:48][CH:47]=2)([C:40]2[CH:45]=[CH:44][CH:43]=[CH:42][CH:41]=2)[C:34]2[CH:39]=[CH:38][CH:37]=[CH:36][CH:35]=2)[CH:32]=[CH:31][CH:30]=[CH:29][CH:28]=1.[Na+], predict the reaction product. The product is: [C:46]1([B-:33]([C:27]2[CH:28]=[CH:29][CH:30]=[CH:31][CH:32]=2)([C:34]2[CH:35]=[CH:36][CH:37]=[CH:38][CH:39]=2)[C:40]2[CH:45]=[CH:44][CH:43]=[CH:42][CH:41]=2)[CH:47]=[CH:48][CH:49]=[CH:50][CH:51]=1.[CH2:1]([N:5]1[C:18]([C:20]2[CH:25]=[CH:24][C:23]([CH3:26])=[CH:22][CH:21]=2)=[C:13]2[CH:14]=[CH:15][CH:16]=[CH:17][N+:12]2=[CH:9]1)[CH2:2][CH2:3][CH3:4]. (7) Given the reactants [NH2:1][C:2]1[C:3]2[C:10]([C:11]3[CH:16]=[CH:15][C:14]([NH:17][C:18]([NH:20][C:21]4[CH:22]=[C:23]([CH:28]=[CH:29][CH:30]=4)[C:24]([O:26]C)=[O:25])=[O:19])=[CH:13][CH:12]=3)=[CH:9][S:8][C:4]=2[N:5]=[CH:6][N:7]=1.[OH-].[Na+].Cl, predict the reaction product. The product is: [NH2:1][C:2]1[C:3]2[C:10]([C:11]3[CH:16]=[CH:15][C:14]([NH:17][C:18]([NH:20][C:21]4[CH:22]=[C:23]([CH:28]=[CH:29][CH:30]=4)[C:24]([OH:26])=[O:25])=[O:19])=[CH:13][CH:12]=3)=[CH:9][S:8][C:4]=2[N:5]=[CH:6][N:7]=1.